Predict the reactants needed to synthesize the given product. From a dataset of Full USPTO retrosynthesis dataset with 1.9M reactions from patents (1976-2016). (1) Given the product [F:1][C:2]1[CH:7]=[CH:6][C:5]([N:8]2[CH2:13][CH2:12][N:11]([S:14]([C:17]3[CH:22]=[CH:21][CH:20]=[C:19]([CH:23]4[CH2:28][CH2:27][N:26]([CH:35]([CH3:37])[CH3:34])[CH2:25][CH2:24]4)[CH:18]=3)(=[O:16])=[O:15])[C@H:10]([CH3:29])[CH2:9]2)=[C:4]([C:30]([F:33])([F:31])[F:32])[CH:3]=1, predict the reactants needed to synthesize it. The reactants are: [F:1][C:2]1[CH:7]=[CH:6][C:5]([N:8]2[CH2:13][CH2:12][N:11]([S:14]([C:17]3[CH:22]=[CH:21][CH:20]=[C:19]([CH:23]4[CH2:28][CH2:27][NH:26][CH2:25][CH2:24]4)[CH:18]=3)(=[O:16])=[O:15])[C@H:10]([CH3:29])[CH2:9]2)=[C:4]([C:30]([F:33])([F:32])[F:31])[CH:3]=1.[CH3:34][C:35]([CH3:37])=O.Cl. (2) Given the product [NH2:16][C:11]1[CH:12]=[CH:13][CH:14]=[CH:15][C:10]=1[C:9]([NH:8][C:5]1[CH:6]=[CH:7][C:2]([CH3:1])=[C:3]([C:20]([F:21])([F:22])[F:23])[CH:4]=1)=[O:19], predict the reactants needed to synthesize it. The reactants are: [CH3:1][C:2]1[CH:7]=[CH:6][C:5]([NH:8][C:9](=[O:19])[C:10]2[CH:15]=[CH:14][CH:13]=[CH:12][C:11]=2[N+:16]([O-])=O)=[CH:4][C:3]=1[C:20]([F:23])([F:22])[F:21]. (3) Given the product [CH2:1]([C:8]1[C:13]([C:38]#[C:37][C:32]2([OH:36])[CH2:33][CH2:34][CH2:35][NH:30][CH2:31]2)=[CH:12][CH:11]=[C:10]([N:15]2[CH2:19][C@@H:18]([O:20][CH3:21])[C@H:17]([OH:22])[CH2:16]2)[N:9]=1)[C:2]1[CH:7]=[CH:6][CH:5]=[CH:4][CH:3]=1, predict the reactants needed to synthesize it. The reactants are: [CH2:1]([C:8]1[C:13](I)=[CH:12][CH:11]=[C:10]([N:15]2[CH2:19][C@@H:18]([O:20][CH3:21])[C@H:17]([OH:22])[CH2:16]2)[N:9]=1)[C:2]1[CH:7]=[CH:6][CH:5]=[CH:4][CH:3]=1.C(OC([N:30]1[CH2:35][CH2:34][CH2:33][C:32]([C:37]#[CH:38])([OH:36])[CH2:31]1)=O)(C)(C)C.C(N(CC)CC)C.[Cl-].N. (4) Given the product [F:1][C:2]1[CH:7]=[CH:6][CH:5]=[CH:4][C:3]=1[N:8]1[C:12]([S:13]([C:16]2[CH:21]=[CH:20][CH:19]=[C:18]([O:22][CH3:23])[CH:17]=2)(=[O:15])=[O:14])=[CH:11][C:10]([C:24]([NH:30][CH3:29])=[O:26])=[N:9]1, predict the reactants needed to synthesize it. The reactants are: [F:1][C:2]1[CH:7]=[CH:6][CH:5]=[CH:4][C:3]=1[N:8]1[C:12]([S:13]([C:16]2[CH:21]=[CH:20][CH:19]=[C:18]([O:22][CH3:23])[CH:17]=2)(=[O:15])=[O:14])=[CH:11][C:10]([C:24]([O:26]CC)=O)=[N:9]1.[CH3:29][NH2:30].CO. (5) The reactants are: [CH3:1][O:2][CH:3]([O:14][CH3:15])[C:4]1[CH:9]=[CH:8][C:7]([CH:10]=O)=[CH:6][C:5]=1[O:12][CH3:13].[C:16](O[K])([CH3:19])([CH3:18])[CH3:17]. Given the product [CH3:1][O:2][CH:3]([O:14][CH3:15])[C:4]1[CH:9]=[CH:8][C:7](/[CH:10]=[CH:17]/[C:16]2[CH:19]=[CH:9][C:4]([C:3]([O:2][CH3:1])=[O:14])=[CH:5][CH:18]=2)=[CH:6][C:5]=1[O:12][CH3:13], predict the reactants needed to synthesize it.